Dataset: Reaction yield outcomes from USPTO patents with 853,638 reactions. Task: Predict the reaction yield, written as a fraction of the theoretical maximum amount of product (1.0 means a 100% yield; for example, 0.34 means a 34% yield). (1) The yield is 0.380. The reactants are Br[C:2]1[CH:10]=[CH:9][C:8]2[N:7]([CH:11]([CH3:13])[CH3:12])[C:6]3[CH2:14][CH:15]4[NH:19][CH:18]([C:5]=3[C:4]=2[C:3]=1[C:20]([O:22][C:23]([CH3:26])([CH3:25])[CH3:24])=[O:21])[CH2:17][CH2:16]4.[C:27]1([S:33]([O-:35])=[O:34])[CH:32]=[CH:31][CH:30]=[CH:29][CH:28]=1.[Na+].C(=O)([O-])[O-].[Cs+].[Cs+].CC1(C)C2C(=C(P(C3C=CC=CC=3)C3C=CC=CC=3)C=CC=2)OC2C(P(C3C=CC=CC=3)C3C=CC=CC=3)=CC=CC1=2. The product is [C:27]1([S:33]([C:2]2[CH:10]=[CH:9][C:8]3[N:7]([CH:11]([CH3:13])[CH3:12])[C:6]4[CH2:14][CH:15]5[NH:19][CH:18]([C:5]=4[C:4]=3[C:3]=2[C:20]([O:22][C:23]([CH3:26])([CH3:25])[CH3:24])=[O:21])[CH2:17][CH2:16]5)(=[O:35])=[O:34])[CH:32]=[CH:31][CH:30]=[CH:29][CH:28]=1. The catalyst is ClCCl.C1(C)C=CC=CC=1. (2) The reactants are C(OC(=O)[NH:7][C:8]1[C:13]([C:14]([C:16]2[C:21]([N:22]([S:26]([C:29]3[CH:34]=[CH:33][C:32]([Cl:35])=[C:31]([C:36]([F:39])([F:38])[F:37])[CH:30]=3)(=[O:28])=[O:27])COC)=[CH:20][C:19]([Cl:40])=[CH:18][N:17]=2)=[O:15])=[CH:12][CH:11]=[CH:10][N:9]=1)(C)(C)C.O. The catalyst is OS(O)(=O)=O.C(O)(C(F)(F)F)=O. The product is [NH2:7][C:8]1[C:13]([C:14]([C:16]2[C:21]([NH:22][S:26]([C:29]3[CH:34]=[CH:33][C:32]([Cl:35])=[C:31]([C:36]([F:39])([F:38])[F:37])[CH:30]=3)(=[O:28])=[O:27])=[CH:20][C:19]([Cl:40])=[CH:18][N:17]=2)=[O:15])=[CH:12][CH:11]=[CH:10][N:9]=1. The yield is 0.480. (3) The reactants are [CH3:1][O:2][C:3]([C:5]1([C:9]2[CH:14]=[CH:13][C:12]([NH:15][C:16]3[CH:21]=[C:20]([NH:22][C:23]([CH3:26])([CH3:25])[CH3:24])[N:19]=[C:18](Cl)[N:17]=3)=[CH:11][CH:10]=2)[CH2:8][CH2:7][CH2:6]1)=[O:4].[C:28]1(B(O)O)[CH:33]=[CH:32][CH:31]=[CH:30][CH:29]=1.C(=O)([O-])[O-].[Na+].[Na+]. The catalyst is COCCOCCOC.ClCCl.C1C=CC([P]([Pd]([P](C2C=CC=CC=2)(C2C=CC=CC=2)C2C=CC=CC=2)([P](C2C=CC=CC=2)(C2C=CC=CC=2)C2C=CC=CC=2)[P](C2C=CC=CC=2)(C2C=CC=CC=2)C2C=CC=CC=2)(C2C=CC=CC=2)C2C=CC=CC=2)=CC=1. The product is [CH3:1][O:2][C:3]([C:5]1([C:9]2[CH:14]=[CH:13][C:12]([NH:15][C:16]3[CH:21]=[C:20]([NH:22][C:23]([CH3:26])([CH3:25])[CH3:24])[N:19]=[C:18]([C:28]4[CH:33]=[CH:32][CH:31]=[CH:30][CH:29]=4)[N:17]=3)=[CH:11][CH:10]=2)[CH2:8][CH2:7][CH2:6]1)=[O:4]. The yield is 0.620. (4) The reactants are Cl[C:2]1[N:3]=[C:4]([NH:18][CH2:19][CH2:20][CH3:21])[C:5]2[N:6]=[C:7]([NH:16][CH3:17])[N:8]=[C:9]([NH:12][CH2:13][CH2:14][CH3:15])[C:10]=2[N:11]=1.[CH3:22][NH:23][CH3:24]. The catalyst is O1CCOCC1. The product is [CH3:22][N:23]([CH3:24])[C:2]1[N:3]=[C:4]([NH:18][CH2:19][CH2:20][CH3:21])[C:5]2[N:6]=[C:7]([NH:16][CH3:17])[N:8]=[C:9]([NH:12][CH2:13][CH2:14][CH3:15])[C:10]=2[N:11]=1. The yield is 0.880. (5) The yield is 0.710. The product is [CH2:1]([N:6]1[C:16]2[C:11](=[CH:12][CH:13]=[CH:14][CH:15]=2)[CH2:9][C:7]1=[O:8])[CH2:2][CH:3]([CH3:5])[CH3:4]. The reactants are [CH2:1]([N:6]1[C:16]2[C:11](=[CH:12][CH:13]=[CH:14][CH:15]=2)[C:9](=O)[C:7]1=[O:8])[CH2:2][CH:3]([CH3:5])[CH3:4].Cl. The catalyst is CS(C)=O.